Dataset: Full USPTO retrosynthesis dataset with 1.9M reactions from patents (1976-2016). Task: Predict the reactants needed to synthesize the given product. (1) Given the product [S:11]1[CH:12]=[CH:13][N:14]=[C:10]1[C:6]1[CH:7]=[CH:8][CH:9]=[C:2]2[C:3]=1[C:4]([NH2:5])=[N:16][NH:17]2, predict the reactants needed to synthesize it. The reactants are: F[C:2]1[CH:9]=[CH:8][CH:7]=[C:6]([C:10]2[S:11][CH:12]=[CH:13][N:14]=2)[C:3]=1[C:4]#[N:5].O.[NH2:16][NH2:17]. (2) Given the product [CH3:10][O:9][C:3]1[CH:4]=[CH:5][C:6]([C:14]#[N:15])=[CH:7][C:2]=1[C:11]#[N:12], predict the reactants needed to synthesize it. The reactants are: Br[C:2]1[CH:7]=[C:6](Br)[CH:5]=[CH:4][C:3]=1[O:9][CH3:10].[C:11]([Cu])#[N:12].[CH3:14][N:15](C=O)C. (3) Given the product [F:24][C:25]1[CH:34]=[C:33]([CH2:35][N:36]([CH2:37][C:38]2[CH:43]=[CH:42][CH:41]=[C:40]([O:44][CH3:45])[CH:39]=2)[C:15](=[O:17])[C:14]2[CH:13]=[CH:12][C:11]([O:10][C:9]3[CH:20]=[CH:21][CH:22]=[CH:23][C:8]=3[F:7])=[CH:19][CH:18]=2)[CH:32]=[CH:31][C:26]=1[C:27]([O:29][CH3:30])=[O:28], predict the reactants needed to synthesize it. The reactants are: C(Cl)(=O)C(Cl)=O.[F:7][C:8]1[CH:23]=[CH:22][CH:21]=[CH:20][C:9]=1[O:10][C:11]1[CH:19]=[CH:18][C:14]([C:15]([OH:17])=O)=[CH:13][CH:12]=1.[F:24][C:25]1[CH:34]=[C:33]([CH2:35][NH:36][CH2:37][C:38]2[CH:43]=[CH:42][CH:41]=[C:40]([O:44][CH3:45])[CH:39]=2)[CH:32]=[CH:31][C:26]=1[C:27]([O:29][CH3:30])=[O:28].C(N(CC)CC)C. (4) Given the product [C:36]([O:40][C:41]([NH:43][C:44]1[CH:45]=[CH:46][C:47]([C:48]#[N:49])=[CH:68][CH:69]=1)=[O:42])([CH3:39])([CH3:37])[CH3:38], predict the reactants needed to synthesize it. The reactants are: Cl.NC1C=CC(CNC2C3CCN(C(=O)C(F)(F)F)CCC=3C=CC=2Cl)=CC=1.Cl.O1CCOCC1.[C:36]([O:40][C:41]([NH:43][C:44]1[CH:69]=[CH:68][C:47]([CH2:48][NH:49]C2C3CCN(C(=O)C(F)(F)F)CCC=3C=CC=2Cl)=[CH:46][CH:45]=1)=[O:42])([CH3:39])([CH3:38])[CH3:37]. (5) Given the product [CH3:1][C:2]1([CH3:8])[C:3]2=[CH:18][NH:19][CH:20]=[C:4]2[C:5](=[O:7])[CH2:6]1, predict the reactants needed to synthesize it. The reactants are: [CH3:1][C:2]1([CH3:8])[CH2:6][C:5](=[O:7])[CH:4]=[CH:3]1.C1(C)C=CC(S([CH2:18][N+:19]#[C-:20])(=O)=O)=CC=1.CC(C)([O-])C.[K+].O. (6) Given the product [NH2:19][C:14]1[N:13]=[C:12]([CH2:11][S:10][CH2:9][C@@H:8]([C:26]([O:28][CH3:29])=[O:27])[NH:7][C:5]([O:4][C:2]([CH3:3])([CH3:30])[CH3:1])=[O:6])[CH:17]=[C:16]([CH3:18])[CH:15]=1, predict the reactants needed to synthesize it. The reactants are: [CH3:1][C:2]([CH3:30])([O:4][C:5]([NH:7][C@H:8]([C:26]([O:28][CH3:29])=[O:27])[CH2:9][S:10][CH2:11][C:12]1[CH:17]=[C:16]([CH3:18])[CH:15]=[C:14]([N:19]2C(C)=CC=C2C)[N:13]=1)=[O:6])[CH3:3].Cl.NO.[OH-].[K+]. (7) Given the product [CH3:1][S:2]([OH:5])(=[O:4])=[O:3].[Cl:38][C:35]1[S:34][C:33]([C:31]([NH:30][C:27]2[CH:26]=[CH:25][CH:24]=[C:23]3[C:28]=2[CH2:29][N:21]([CH2:20][C:19]2[CH:40]=[CH:41][CH:42]=[C:17]([N:16]4[CH2:15][CH2:14][O:13][C:43]4=[NH:44])[CH:18]=2)[C:22]3=[O:39])=[O:32])=[CH:37][CH:36]=1, predict the reactants needed to synthesize it. The reactants are: [CH3:1][S:2]([OH:5])(=[O:4])=[O:3].[Si]([O:13][CH2:14][CH2:15][N:16]([C:43]#[N:44])[C:17]1[CH:18]=[C:19]([CH:40]=[CH:41][CH:42]=1)[CH2:20][N:21]1[CH2:29][C:28]2[C:23](=[CH:24][CH:25]=[CH:26][C:27]=2[NH:30][C:31]([C:33]2[S:34][C:35]([Cl:38])=[CH:36][CH:37]=2)=[O:32])[C:22]1=[O:39])(C(C)(C)C)(C)C. (8) Given the product [CH3:22][O:21][C:18]1[CH:19]=[C:20]2[C:15](=[CH:16][C:17]=1[O:23][CH3:24])[N:14]=[CH:13][N:12]=[C:11]2[NH:10][C:6]1[C:7]([CH:8]=[C:2]([O:31][C:25]2[CH:30]=[CH:29][CH:28]=[CH:27][CH:26]=2)[C:3](=[O:4])[CH:5]=1)=[O:9], predict the reactants needed to synthesize it. The reactants are: Cl[C:2]1[C:3]([CH:5]=[C:6]([NH:10][C:11]2[C:20]3[C:15](=[CH:16][C:17]([O:23][CH3:24])=[C:18]([O:21][CH3:22])[CH:19]=3)[N:14]=[CH:13][N:12]=2)[C:7](=[O:9])[CH:8]=1)=[O:4].[C:25]1([OH:31])[CH:30]=[CH:29][CH:28]=[CH:27][CH:26]=1. (9) The reactants are: [Cl:1][C:2]1[CH:7]=[C:6]([O:8][CH3:9])[C:5]([NH2:10])=[C:4](I)[CH:3]=1.[Cl:12][C:13]1[CH:18]=[CH:17][CH:16]=[CH:15][C:14]=1[C:19]#[CH:20]. Given the product [Cl:1][C:2]1[CH:7]=[C:6]([O:8][CH3:9])[C:5]([NH2:10])=[C:4]([C:20]#[C:19][C:14]2[CH:15]=[CH:16][CH:17]=[CH:18][C:13]=2[Cl:12])[CH:3]=1, predict the reactants needed to synthesize it.